This data is from Forward reaction prediction with 1.9M reactions from USPTO patents (1976-2016). The task is: Predict the product of the given reaction. (1) Given the reactants [CH3:1][O:2][C:3]1[CH:4]=[C:5](/[CH:13]=[CH:14]/[CH:15]=[CH:16]/[C:17](Cl)=[O:18])[CH:6]=[C:7]([O:11][CH3:12])[C:8]=1[O:9][CH3:10].[C:20]1([NH:26][CH2:27][CH2:28][CH2:29][NH:30][C:31]2[CH:36]=[CH:35][CH:34]=[CH:33][CH:32]=2)[CH:25]=[CH:24][CH:23]=[CH:22][CH:21]=1.[C:37](=[O:40])([O-])O.[Na+], predict the reaction product. The product is: [CH3:1][O:2][C:3]1[CH:4]=[C:5](/[CH:13]=[CH:14]/[CH:15]=[CH:16]/[C:17]([N:30]([C:31]2[CH:36]=[CH:35][CH:34]=[CH:33][CH:32]=2)[CH2:29][CH2:28][CH2:27][N:26]([C:37](=[O:40])/[CH:16]=[CH:15]/[CH:14]=[CH:13]/[C:5]2[CH:6]=[C:7]([O:11][CH3:12])[C:8]([O:9][CH3:10])=[C:3]([O:2][CH3:1])[CH:4]=2)[C:20]2[CH:21]=[CH:22][CH:23]=[CH:24][CH:25]=2)=[O:18])[CH:6]=[C:7]([O:11][CH3:12])[C:8]=1[O:9][CH3:10]. (2) Given the reactants [CH3:1][Mg]Br.[CH:4]([C:6]1[C:14]2[O:13][CH2:12][CH:11]([C:15]3[CH:20]=[CH:19][C:18]([CH:21]([CH3:23])[CH3:22])=[CH:17][CH:16]=3)[C:10]=2[C:9]([CH3:24])=[C:8]([NH:25][C:26](=[O:32])[CH2:27][C:28]([CH3:31])([CH3:30])[CH3:29])[C:7]=1[CH3:33])=[O:5], predict the reaction product. The product is: [OH:5][CH:4]([C:6]1[C:14]2[O:13][CH2:12][CH:11]([C:15]3[CH:20]=[CH:19][C:18]([CH:21]([CH3:23])[CH3:22])=[CH:17][CH:16]=3)[C:10]=2[C:9]([CH3:24])=[C:8]([NH:25][C:26](=[O:32])[CH2:27][C:28]([CH3:31])([CH3:30])[CH3:29])[C:7]=1[CH3:33])[CH3:1]. (3) Given the reactants [F:1][C:2]1[CH:35]=[CH:34][CH:33]=[CH:32][C:3]=1[O:4][C:5]1[C:19]([O:20][C:21]2[CH:22]=[N:23][C:24]([S:27]([CH2:30][CH3:31])(=[O:29])=[O:28])=[CH:25][CH:26]=2)=[CH:18][C:8]2[NH:9][C:10]([C:12]3[CH:17]=[CH:16]C=C[N:13]=3)=[N:11][C:7]=2[CH:6]=1.[NH:36]1C=CC(C=O)=N1, predict the reaction product. The product is: [F:1][C:2]1[CH:35]=[CH:34][CH:33]=[CH:32][C:3]=1[O:4][C:5]1[C:19]([O:20][C:21]2[CH:22]=[N:23][C:24]([S:27]([CH2:30][CH3:31])(=[O:28])=[O:29])=[CH:25][CH:26]=2)=[CH:18][C:8]2[NH:9][C:10]([C:12]3[CH:17]=[CH:16][NH:36][N:13]=3)=[N:11][C:7]=2[CH:6]=1. (4) Given the reactants F[C:2](F)(F)[C:3]([NH:5][C:6]1[CH:11]=[CH:10][N:9]2[CH:12]=[C:13]([CH3:15])[N:14]=[C:8]2[C:7]=1I)=O.[C:19]1(C#C)[CH:24]=[CH:23][CH:22]=[CH:21][CH:20]=1.[O-]P([O-])([O-])=O.[K+].[K+].[K+], predict the reaction product. The product is: [CH3:15][C:13]1[CH2:12][N:9]2[CH:10]=[CH:11][C:6]3[C:7]([CH:2]=[C:3]([C:19]4[CH:24]=[CH:23][CH:22]=[CH:21][CH:20]=4)[N:5]=3)=[C:8]2[N:14]=1.